This data is from Human Reference Interactome with 51,813 positive PPI pairs across 8,248 proteins, plus equal number of experimentally-validated negative pairs. The task is: Binary Classification. Given two protein amino acid sequences, predict whether they physically interact or not. (1) Protein 1 (ENSG00000185130) has sequence MPELAKSAPAPKKGSKKAVTKAQKKDGKKRKRSRKESYSVYVYKVLKQVHPDTGISSKAMGIMNSFVNDIFERIASEASRLAHYNKRSTITSREIQTAVRLLLPGELAKHAVSEGTKAVTKYTSSK*. Protein 2 (ENSG00000110315) has sequence MGQQISDQTQLVINKLPEKVAKHVTLVRESGSLTYEEFLGRVAELNDVTAKVASGQEKHLLFEVQPGSDSSAFWKVVVRVVCTKINKSSGIVEASRIMNLYQFIQLYKDITSQAAGVLAQSSTSEEPDENSSSVTSCQASLWMGRVKQLTDEEECCICMDGRADLILPCAHSFCQKCIDKWSDRHRNCPICRLQMTGANESWVVSDAPTEDDMANYILNMADEAGQPHRP*MGQQISDQTQLVINKLPEKVAKHVTLVRESGSLTYEEFLGRVAELNDVTAKVASGQEKHLLFEVQPGSD.... Result: 0 (the proteins do not interact). (2) Protein 1 (ENSG00000134545) has sequence MDNQGVIYSDLNLPPNPKRQQRKPKGNKNSILATEQEITYAELNLQKASQDFQGNDKTYHCKDLPSAPEKLIVGILGIICLILMASVVTIVVIPSRHCGHCPEEWITYSNSCYYIGKERRTWEESLLACTSKNSSLLSIDNEEEMKFLSIISPSSWIGVFRNSSHHPWVTMNGLAFKHEIKDSDNAELNCAVLQVNRLKSAQCGSSIIYHCKHKL*MDNQGVIYSDLNLPPNPKRQQRKPKGNKNSILATEQEITYAELNLQKASQDFQGNDKTYHCKDLPSAPEKLIVGILGIICLILM.... Protein 2 (ENSG00000188167) has sequence MAIFRQLSLGAKATLAAVTVFVSMIASRSYLAESLELRAWRWLLRLQLALFVNSLLLIGSLYIWRSTVSNLCHSPAAESTCFQLWKVVVLAFLALAHSSFFTMFFLVAEEPYLFSLAAYSCLGAYIIMLFFLFILSGMEQAYQLLAWRSGRVVGSLEKTRKLVLRPALAVGVTAVLSVAGILNAAQPPAVKTVEVPIHQLPASMNNLKIVLLSDIHLGPTVGRTKMEMFVRMVNVLEPDITVIVGDLSDSEASVLRTAVAPLGQLHSHLGAYFVTGNHEYYTSDVSNWFALLESLHVQPL.... Result: 1 (the proteins interact). (3) Protein 1 (ENSG00000215547) has sequence MLPDHFSPLSGDIKLSVLALVVLVVLAQTAPDGWIRRCYYGTGRCRKSCKEIERKKEKCGEKHICCVPKEKDKLSHIHDQKETSELYI*. Protein 2 (ENSG00000260458) has sequence MTAASRANPYSIVSLEEDGLHLVTMSGANGFGNGKVHTRRRCRNRFVKKNGQCNIAFANMDEKSQRYLADMFTTCVDIRWRYMLLIFSLAFLASWLLFGVIFWVIAVAHGDLEPAEGHGRTPCVMQVHGFMAAFLFSIETQTTIGYGLRCVTEECLVAVFMVVAQSIVGCIIDSFMIGAIMAKMARPKKRAQTLLFSHNAVVALRDGKLCLMWRVGNLRKSHIVEAHVRAQLIKPRVTEEGEYIPLDQIDIDVGFDKGLDRIFLVSPITILHEIDEASPLFGISRQDLETDDFEIVVILE.... Result: 0 (the proteins do not interact). (4) Protein 1 (ENSG00000151967) has sequence MVHQDNCSYQAQKNERESIRQKLALGSFFDDGPGIYTSCSKSGKPSLSSRLQSGMNLQICFVNDSGSDKDSDADDSKTETSLDTPLSPMSKQSSSYSDRDTTEEESESLDDMDFLTRQKKLQAEAKMALAMAKPMAKMQVEVEKQNRKKSPVADLLPHMPHISECLMKRSLKPTDLRDMTIGQLQVIVNDLHSQIESLNEELVQLLLIRDELHTEQDAMLVDIEDLTRHAESQQKHMAEKMPAK*MVHQDNCSYQAQKNERESIRQKLALGSFFDDGPGIYTSCSKSGKPSLSSRLE*MN.... Protein 2 (ENSG00000134201) has sequence MPMTLGYWDIRGLAHAIRLLLEYTDSSYVEKKYTLGDAPDYDRSQWLNEKFKLGLDFPNLPYLIDGAHKITQSNAILRYIARKHNLCGETEEEKIRVDILENQVMDNHMELVRLCYDPDFEKLKPKYLEELPEKLKLYSEFLGKRPWFAGDKITFVDFLAYDVLDMKRIFEPKCLDAFLNLKDFISRFEGLKKISAYMKSSQFLRGLLFGKSATWNSK*MPMTLGYWDIRGLAHAIRLLLEYTDSSYVEKKYTLGDAPDYDRSQWLNEKFKLGLDFPNLPYLIDGAHKITQSNAILRYIA.... Result: 0 (the proteins do not interact). (5) Protein 2 (ENSG00000105472) has sequence MQAAWLLGALVVPQLLGFGHGARGAEREWEGGWGGAQEEEREREALMLKHLQEALGLPAGRGDENPAGTVEGKEDWEMEEDQGEEEEEEATPTPSSGPSPSPTPEDIVTYILGRLAGLDAGLHQLHVRLHALDTRVVELTQGLRQLRNAAGDTRDAVQALQEAQGRAEREHGRLEGCLKGLRLGHKCFLLSRDFEAQAAAQARCTARGGSLAQPADRQQMEALTRYLRAALAPYNWPVWLGVHDRRAEGLYLFENGQRVSFFAWHRSPRPELGAQPSASPHPLSPDQPNGGTLENCVAQA.... Protein 1 (ENSG00000130700) has sequence MYQSLALAASPRQAAYADSGSFLHAPGAGSPMFVPPARVPSMLSYLSGCEPSPQPPELAARPGWAQTATADSSAFGPGSPHPPAAHPPGATAFPFAHSPSGPGSGGSAGGRDGSAYQGALLPREQFAAPLGRPVGTSYSATYPAYVSPDVAQSWTAGPFDGSVLHGLPGRRPTFVSDFLEEFPGEGRECVNCGALSTPLWRRDGTGHYLCNACGLYHKMNGVNRPLVRPQKRLSSSRRAGLCCTNCHTTNTTLWRRNSEGEPVCNACGLYMKLHGVPRPLAMKKESIQTRKRKPKTIAKA.... Result: 0 (the proteins do not interact). (6) Protein 1 (ENSG00000144648) has sequence MAATASPQPLATEDADSENSSFYYYDYLDEVAFMLCRKDAVVSFGKVFLPVFYSLIFVLGLSGNLLLLMVLLRYVPRRRMVEIYLLNLAISNLLFLVTLPFWGISVAWHWVFGSFLCKMVSTLYTINFYSGIFFISCMSLDKYLEIVHAQPYHRLRTRAKSLLLATIVWAVSLAVSIPDMVFVQTHENPKGVWNCHADFGGHGTIWKLFLRFQQNLLGFLLPLLAMIFFYSRIGCVLVRLRPAGQGRALKIAAALVVAFFVLWFPYNLTLFLHTLLDLQVFGNCEVSQHLDYALQVTESI.... Protein 2 (ENSG00000106113) has sequence MGREPWPEDRDLGFPQLFCQGPYSYCNTTLDQIGTCWPRSAAGALVERPCPEYFNGVKYNTTRNAYRECLENGTWASKINYSQCEPILDDKQRKYDLHYRIALVVNYLGHCVSVAALVAAFLLFLALRSIRCLRNVIHWNLITTFILRNVMWFLLQLVDHEVHESNEVWCRCITTIFNYFVVTNFFWMFVEGCYLHTAIVMTYSTERLRKCLFLFIGWCIPFPIIVAWAIGKLYYENEQCWFGKEPGDLVDYIYQGPIILVLLINFVFLFNIVRILMTKLRASTTSETIQYRKAVKATLV.... Result: 0 (the proteins do not interact).